This data is from Forward reaction prediction with 1.9M reactions from USPTO patents (1976-2016). The task is: Predict the product of the given reaction. (1) Given the reactants [NH2:1][C:2]1[N:7]=[C:6]([C:8]2[CH:16]=[C:15]3[C:11]([C:12]([NH2:17])=[N:13][NH:14]3)=[CH:10][CH:9]=2)[CH:5]=[C:4](S(C)(=O)=O)[N:3]=1.[F:22][C:23]1[CH:28]=[CH:27][CH:26]=[CH:25][C:24]=1[CH2:29][CH2:30][NH2:31].CCN(C(C)C)C(C)C, predict the reaction product. The product is: [NH2:17][C:12]1[C:11]2[C:15](=[CH:16][C:8]([C:6]3[N:7]=[C:2]([NH2:1])[N:3]=[C:4]([NH:31][CH2:30][CH2:29][C:24]4[CH:25]=[CH:26][CH:27]=[CH:28][C:23]=4[F:22])[CH:5]=3)=[CH:9][CH:10]=2)[NH:14][N:13]=1. (2) Given the reactants C(NC(C)C)(C)C.C([Li])CCC.Cl[CH2:14][CH2:15][C:16]1([C:26]([O:28][CH3:29])=[O:27])[CH2:21][CH2:20][CH:19]([C:22]([O:24][CH3:25])=[O:23])[CH2:18][CH2:17]1.CN(C)P(N(C)C)(N(C)C)=O.C(NC(C)C)(C)C.[Li].[Cl-].[NH4+], predict the reaction product. The product is: [C:16]12([C:26]([O:28][CH3:29])=[O:27])[CH2:21][CH2:20][C:19]([C:22]([O:24][CH3:25])=[O:23])([CH2:18][CH2:17]1)[CH2:14][CH2:15]2. (3) Given the reactants [S:1]1[CH:5]=[CH:4][CH:3]=[C:2]1[C:6]1[CH:7]=[C:8]2[C:12](=[CH:13][CH:14]=1)[NH:11][C:10](=[O:15])[CH2:9]2.[I:16]N1C(=O)CCC1=O, predict the reaction product. The product is: [I:16][C:5]1[S:1][C:2]([C:6]2[CH:7]=[C:8]3[C:12](=[CH:13][CH:14]=2)[NH:11][C:10](=[O:15])[CH2:9]3)=[CH:3][CH:4]=1. (4) The product is: [N+:10]([C:13]1[CH:20]=[CH:19][CH:18]=[CH:17][C:14]=1[CH:15]=[N:1][C:2]1[CH:9]=[CH:8][C:5]([C:6]#[N:7])=[CH:4][CH:3]=1)([O-:12])=[O:11]. Given the reactants [NH2:1][C:2]1[CH:9]=[CH:8][C:5]([C:6]#[N:7])=[CH:4][CH:3]=1.[N+:10]([C:13]1[CH:20]=[CH:19][CH:18]=[CH:17][C:14]=1[CH:15]=O)([O-:12])=[O:11], predict the reaction product. (5) The product is: [CH:40]1([C@@H:39]([C:20]2[CH:19]=[CH:18][CH:17]=[C:16]3[C:21]=2[C:12]([C:10]([NH2:9])=[O:11])=[C:13]([CH3:28])[C:14]([C:22]2[CH:23]=[CH:24][CH:25]=[CH:26][CH:27]=2)=[N:15]3)[CH3:47])[CH2:41][CH2:42][CH2:43][CH2:44][CH2:45]1. Given the reactants C1([C@@H]([NH:9][C:10]([C:12]2[C:21]3[C:16](=[CH:17][CH:18]=[CH:19][CH:20]=3)[N:15]=[C:14]([C:22]3[CH:27]=[CH:26][CH:25]=[CH:24][CH:23]=3)[C:13]=2[CH3:28])=[O:11])C)CCCCC1.[C:39](OO[C:39](=O)[C:40]1[CH:45]=[CH:44][CH:43]=[CH:42][CH:41]=1)(=O)[C:40]1[CH:45]=[CH:44][CH:43]=[CH:42][CH:41]=1.[C:47](Cl)(Cl)(Cl)Cl, predict the reaction product. (6) Given the reactants [Cl:1][C:2]1[CH:3]=[C:4]([C:8]([OH:10])=O)[NH:5][C:6]=1[CH3:7].[NH2:11][C@@H:12]1[CH2:17][CH2:16][N:15]([C:18]([O:20][CH2:21][CH3:22])=[O:19])[CH2:14][C@@H:13]1[O:23][CH2:24][CH3:25].C1C=CC2N(O)N=NC=2C=1.CN1CCOCC1.CCN=C=NCCCN(C)C.Cl, predict the reaction product. The product is: [Cl:1][C:2]1[CH:3]=[C:4]([C:8]([NH:11][C@@H:12]2[CH2:17][CH2:16][N:15]([C:18]([O:20][CH2:21][CH3:22])=[O:19])[CH2:14][C@@H:13]2[O:23][CH2:24][CH3:25])=[O:10])[NH:5][C:6]=1[CH3:7]. (7) Given the reactants C(N[C:6](=[O:38])[C:7]([NH:34]C(=O)C)([CH:21]1[CH2:26][CH2:25][N:24]([C:27]2[CH:32]=[CH:31][C:30]([Cl:33])=[CH:29][N:28]=2)[CH2:23][CH2:22]1)[CH2:8][CH2:9][CH2:10][CH2:11][B:12]1[O:16]C(C)(C)C(C)(C)[O:13]1)(C)(C)C.[OH2:39], predict the reaction product. The product is: [NH2:34][C:7]([CH:21]1[CH2:22][CH2:23][N:24]([C:27]2[CH:32]=[CH:31][C:30]([Cl:33])=[CH:29][N:28]=2)[CH2:25][CH2:26]1)([CH2:8][CH2:9][CH2:10][CH2:11][B:12]([OH:13])[OH:16])[C:6]([OH:38])=[O:39].